Dataset: Full USPTO retrosynthesis dataset with 1.9M reactions from patents (1976-2016). Task: Predict the reactants needed to synthesize the given product. (1) Given the product [Cl:24][C:25]1[C:33]([C:34]([C:37]#[N:38])([CH3:36])[CH3:35])=[CH:32][CH:31]=[CH:30][C:26]=1[C:27]([NH:1][C:2]1[CH:23]=[CH:22][CH:21]=[C:4]([O:5][C:6]2[N:11]=[C:10]3[S:12][C:13]([NH:15][C:16]([CH:18]4[CH2:20][CH2:19]4)=[O:17])=[N:14][C:9]3=[CH:8][CH:7]=2)[CH:3]=1)=[O:28], predict the reactants needed to synthesize it. The reactants are: [NH2:1][C:2]1[CH:3]=[C:4]([CH:21]=[CH:22][CH:23]=1)[O:5][C:6]1[N:11]=[C:10]2[S:12][C:13]([NH:15][C:16]([CH:18]3[CH2:20][CH2:19]3)=[O:17])=[N:14][C:9]2=[CH:8][CH:7]=1.[Cl:24][C:25]1[C:33]([C:34]([C:37]#[N:38])([CH3:36])[CH3:35])=[CH:32][CH:31]=[CH:30][C:26]=1[C:27](O)=[O:28].F[P-](F)(F)(F)(F)F.N1(OC(N(C)C)=[N+](C)C)C2N=CC=CC=2N=N1.C(=O)([O-])O.[Na+]. (2) Given the product [N:5]1[C:14]2[C:9](=[CH:10][CH:11]=[CH:12][CH:13]=2)[CH:8]=[CH:7][C:6]=1[CH2:15][NH:1][CH2:2][CH2:3][OH:4], predict the reactants needed to synthesize it. The reactants are: [NH2:1][CH2:2][CH2:3][OH:4].[N:5]1[C:14]2[C:9](=[CH:10][CH:11]=[CH:12][CH:13]=2)[CH:8]=[CH:7][C:6]=1[CH:15]=O. (3) Given the product [Br:1][C:2]1[CH:21]=[CH:20][C:5]([CH2:6][N:7]2[CH2:12][CH2:11][NH:10][CH2:9][CH2:8]2)=[C:4]([N:22]2[CH2:27][CH2:26][CH2:25][CH2:24][CH2:23]2)[CH:3]=1, predict the reactants needed to synthesize it. The reactants are: [Br:1][C:2]1[CH:21]=[CH:20][C:5]([CH2:6][N:7]2[CH2:12][CH2:11][N:10](C(OC(C)(C)C)=O)[CH2:9][CH2:8]2)=[C:4]([N:22]2[CH2:27][CH2:26][CH2:25][CH2:24][CH2:23]2)[CH:3]=1.CN1CCOCC1.I[Si](C)(C)C. (4) Given the product [F:73][C:72]([F:75])([F:74])[C:70]([OH:76])=[O:71].[C:27]1([CH2:26][CH2:25][C@H:19]([NH:18][C:16](=[O:17])[C@H:9]([CH2:10][C:11]2[S:12][CH:13]=[CH:14][CH:15]=2)[NH2:8])/[CH:20]=[CH:21]/[C:22]([NH:41][CH2:42][CH2:43][CH3:44])=[O:24])[CH:28]=[CH:29][CH:30]=[CH:31][CH:32]=1, predict the reactants needed to synthesize it. The reactants are: CC(OC([NH:8][C@H:9]([C:16]([NH:18][C@@H:19]([CH2:25][CH2:26][C:27]1[CH:32]=[CH:31][CH:30]=[CH:29][CH:28]=1)/[CH:20]=[CH:21]/[C:22]([OH:24])=O)=[O:17])[CH2:10][C:11]1[S:12][CH:13]=[CH:14][CH:15]=1)=O)(C)C.CN(C(O[N:41]1N=N[C:43]2[CH:44]=CC=N[C:42]1=2)=[N+](C)C)C.F[P-](F)(F)(F)(F)F.CCN(C(C)C)C(C)C.C(N)CC.[C:70]([OH:76])([C:72]([F:75])([F:74])[F:73])=[O:71]. (5) Given the product [C:34]([O:33][C:31](=[O:32])[CH2:30][O:29][C:28]1[CH:27]=[CH:26][C:25]([C:2]2[C:7]([Cl:8])=[CH:6][C:5]([NH:9][C:10]3[N:14]=[C:13]([NH2:15])[NH:12][N:11]=3)=[CH:4][C:3]=2[Cl:16])=[CH:39][CH:38]=1)([CH3:37])([CH3:35])[CH3:36], predict the reactants needed to synthesize it. The reactants are: Br[C:2]1[C:7]([Cl:8])=[CH:6][C:5]([NH:9][C:10]2[N:14]=[C:13]([NH2:15])[NH:12][N:11]=2)=[CH:4][C:3]=1[Cl:16].CC1(C)C(C)(C)OB([C:25]2[CH:39]=[CH:38][C:28]([O:29][CH2:30][C:31]([O:33][C:34]([CH3:37])([CH3:36])[CH3:35])=[O:32])=[CH:27][CH:26]=2)O1.O1CCOCC1.O.C(=O)([O-])[O-].[K+].[K+]. (6) The reactants are: [F:1][C:2]([F:9])([F:8])[C:3]1[CH:4]=[N:5][NH:6][CH:7]=1.Br[CH2:11][C:12]([O:14][C:15]([CH3:18])([CH3:17])[CH3:16])=[O:13]. Given the product [F:1][C:2]([F:9])([F:8])[C:3]1[CH:4]=[N:5][N:6]([CH2:11][C:12]([O:14][C:15]([CH3:18])([CH3:17])[CH3:16])=[O:13])[CH:7]=1, predict the reactants needed to synthesize it. (7) Given the product [Cl:1][C:2]1[CH:3]=[C:4]([NH:19][C:20]2[C:30]3[CH:29]=[C:28]([CH2:31][NH:34][CH2:35][CH2:36][S:37]([C:40]([CH3:44])([CH3:43])[CH2:41][OH:42])(=[O:39])=[O:38])[CH2:27][CH2:26][NH:25][C:24]=3[N:23]=[CH:22][N:21]=2)[CH:5]=[CH:6][C:7]=1[O:8][C:9]1[CH:14]=[CH:13][CH:12]=[C:11]([C:15]([F:17])([F:18])[F:16])[CH:10]=1, predict the reactants needed to synthesize it. The reactants are: [Cl:1][C:2]1[CH:3]=[C:4]([NH:19][C:20]2[C:30]3[CH:29]=[C:28]([CH:31]=O)[CH2:27][CH2:26][NH:25][C:24]=3[N:23]=[CH:22][N:21]=2)[CH:5]=[CH:6][C:7]=1[O:8][C:9]1[CH:14]=[CH:13][CH:12]=[C:11]([C:15]([F:18])([F:17])[F:16])[CH:10]=1.Cl.[NH2:34][CH2:35][CH2:36][S:37]([C:40]([CH3:44])([CH3:43])[CH2:41][OH:42])(=[O:39])=[O:38].C(O[BH-](OC(=O)C)OC(=O)C)(=O)C.[Na+].C(=O)([O-])O.[Na+]. (8) Given the product [Cl:19][C:17]1[CH:16]=[CH:15][C:14]2[N:8]([CH2:7][C:6]([CH3:47])([CH3:46])[CH2:5][OH:4])[C:9](=[O:45])[C@@H:10]([CH2:30][C:31]([NH:33][C:34]3[CH:35]=[C:36]([CH:41]=[CH:42][C:43]=3[F:44])[C:37]([OH:39])=[O:38])=[O:32])[O:11][C@H:12]([C:20]3[CH:25]=[CH:24][CH:23]=[C:22]([O:26][CH3:27])[C:21]=3[O:28][CH3:29])[C:13]=2[CH:18]=1, predict the reactants needed to synthesize it. The reactants are: C([O:4][CH2:5][C:6]([CH3:47])([CH3:46])[CH2:7][N:8]1[C:14]2[CH:15]=[CH:16][C:17]([Cl:19])=[CH:18][C:13]=2[C@@H:12]([C:20]2[CH:25]=[CH:24][CH:23]=[C:22]([O:26][CH3:27])[C:21]=2[O:28][CH3:29])[O:11][C@H:10]([CH2:30][C:31]([NH:33][C:34]2[CH:35]=[C:36]([CH:41]=[CH:42][C:43]=2[F:44])[C:37]([O:39]C)=[O:38])=[O:32])[C:9]1=[O:45])(=O)C.[OH-].[Na+].C(O)C. (9) Given the product [Cl:34][C:31]1[CH:30]=[CH:29][C:28]([O:27][C:24]2[CH:23]=[CH:22][C:21]([S:18]([C:5]3([C:3]([OH:4])=[O:2])[CH2:6][CH2:7][N:8]([CH2:11][C:12]4[CH:17]=[CH:16][CH:15]=[CH:14][CH:13]=4)[CH2:9][CH2:10]3)(=[O:19])=[O:20])=[CH:26][CH:25]=2)=[CH:33][CH:32]=1, predict the reactants needed to synthesize it. The reactants are: C[O:2][C:3]([C:5]1([S:18]([C:21]2[CH:26]=[CH:25][C:24]([O:27][C:28]3[CH:33]=[CH:32][C:31]([Cl:34])=[CH:30][CH:29]=3)=[CH:23][CH:22]=2)(=[O:20])=[O:19])[CH2:10][CH2:9][N:8]([CH2:11][C:12]2[CH:17]=[CH:16][CH:15]=[CH:14][CH:13]=2)[CH2:7][CH2:6]1)=[O:4].C([N-]C(C)C)(C)C.[Li+].ClC1C=CC(OC2C=CC(S(F)(=O)=O)=CC=2)=CC=1.[OH-].[Li+].